The task is: Predict which catalyst facilitates the given reaction.. This data is from Catalyst prediction with 721,799 reactions and 888 catalyst types from USPTO. (1) Reactant: FC(F)(F)C(O)=O.FC(F)(F)C(O)=O.[NH2:15][C:16]1[N:21]=[CH:20][N:19]=[C:18]2[N:22]([CH:26]([C:28]3[C:29]([O:47][CH2:48][CH3:49])=[C:30]([CH:37]4[CH2:40][N:39]([C:41]([CH3:46])([CH3:45])[C:42](O)=[O:43])[CH2:38]4)[C:31]([C:35]#[N:36])=[C:32]([Cl:34])[CH:33]=3)[CH3:27])[N:23]=[C:24]([CH3:25])[C:17]=12.CN1CCOCC1.ClC(OCC(C)C)=O.[BH4-].[Na+]. Product: [NH2:15][C:16]1[N:21]=[CH:20][N:19]=[C:18]2[N:22]([CH:26]([C:28]3[CH:33]=[C:32]([Cl:34])[C:31]([C:35]#[N:36])=[C:30]([CH:37]4[CH2:40][N:39]([C:41]([CH3:45])([CH3:46])[CH2:42][OH:43])[CH2:38]4)[C:29]=3[O:47][CH2:48][CH3:49])[CH3:27])[N:23]=[C:24]([CH3:25])[C:17]=12. The catalyst class is: 30. (2) Reactant: [CH3:1][C@:2]12[C@@:19]3([CH3:20])[CH:10]([C@:11]4([CH3:24])[C@@H:16]([CH2:17][CH2:18]3)[C:15]([CH3:22])([CH3:21])[C:14](=[O:23])[CH2:13][CH2:12]4)[CH2:9][CH2:8][C@@H:7]1[C@H:6]1[C@H:25]([C:28]([CH3:30])=[CH2:29])[CH2:26][CH2:27][C@:5]1([C:31]([O:33][CH3:34])=[O:32])[CH2:4][CH2:3]2.[F:35][C:36]([F:55])([F:54])[S:37](N(C1C=CC=CC=1)[S:37]([C:36]([F:55])([F:54])[F:35])(=[O:39])=[O:38])(=[O:39])=[O:38].C[Si]([N-][Si](C)(C)C)(C)C.[K+]. Product: [CH3:1][C@:2]12[C@@:19]3([CH3:20])[CH:10]([C@:11]4([CH3:24])[C@@H:16]([CH2:17][CH2:18]3)[C:15]([CH3:21])([CH3:22])[C:14]([O:23][S:37]([C:36]([F:55])([F:54])[F:35])(=[O:39])=[O:38])=[CH:13][CH2:12]4)[CH2:9][CH2:8][C@@H:7]1[C@H:6]1[C@H:25]([C:28]([CH3:30])=[CH2:29])[CH2:26][CH2:27][C@:5]1([C:31]([O:33][CH3:34])=[O:32])[CH2:4][CH2:3]2. The catalyst class is: 1.